Dataset: Full USPTO retrosynthesis dataset with 1.9M reactions from patents (1976-2016). Task: Predict the reactants needed to synthesize the given product. Given the product [Cl:39][C:21]1[C:22]([NH:24][C:25]2[CH:30]=[CH:29][C:28]([N:31]3[CH2:32][CH2:33][O:34][CH2:35][CH2:36]3)=[CH:27][C:26]=2[O:37][CH3:38])=[N:23][C:18]([NH:14][C:11]2[CH:12]=[CH:13][C:8]3[CH2:7][N:6]([CH2:15][CH3:16])[CH2:5][CH2:4][N:3]([CH2:1][CH3:2])[C:9]=3[CH:10]=2)=[N:19][CH:20]=1, predict the reactants needed to synthesize it. The reactants are: [CH2:1]([N:3]1[C:9]2[CH:10]=[C:11]([NH2:14])[CH:12]=[CH:13][C:8]=2[CH2:7][N:6]([CH2:15][CH3:16])[CH2:5][CH2:4]1)[CH3:2].Cl[C:18]1[N:23]=[C:22]([NH:24][C:25]2[CH:30]=[CH:29][C:28]([N:31]3[CH2:36][CH2:35][O:34][CH2:33][CH2:32]3)=[CH:27][C:26]=2[O:37][CH3:38])[C:21]([Cl:39])=[CH:20][N:19]=1.C12(CS(O)(=O)=O)C(C)(C)C(CC1)CC2=O.